The task is: Predict the reactants needed to synthesize the given product.. This data is from Full USPTO retrosynthesis dataset with 1.9M reactions from patents (1976-2016). (1) Given the product [Si:6]([O:24][CH2:25][CH:26]1[CH2:31][CH2:30][CH2:29][NH:28][C:27]1=[O:32])([C:19]([CH3:22])([CH3:21])[CH3:20])([C:13]1[CH:18]=[CH:17][CH:16]=[CH:15][CH:14]=1)[C:7]1[CH:12]=[CH:11][CH:10]=[CH:9][CH:8]=1, predict the reactants needed to synthesize it. The reactants are: N1C=CN=C1.[Si:6](Cl)([C:19]([CH3:22])([CH3:21])[CH3:20])([C:13]1[CH:18]=[CH:17][CH:16]=[CH:15][CH:14]=1)[C:7]1[CH:12]=[CH:11][CH:10]=[CH:9][CH:8]=1.[OH:24][CH2:25][CH:26]1[CH2:31][CH2:30][CH2:29][NH:28][C:27]1=[O:32].O. (2) Given the product [CH3:5][C:6]1[CH:11]=[CH:10][CH:9]=[CH:8][C:7]=1[C:12]1[CH:17]=[CH:16][C:15]([C:18]2[O:22][N:21]=[C:20]([C:23]3[CH:30]=[CH:29][C:26]([CH2:27][NH:35][CH2:36][CH2:37][CH2:38][C:39]([OH:41])=[O:40])=[CH:25][CH:24]=3)[N:19]=2)=[CH:14][C:13]=1[C:31]([F:34])([F:33])[F:32], predict the reactants needed to synthesize it. The reactants are: C([BH3-])#N.[Na+].[CH3:5][C:6]1[CH:11]=[CH:10][CH:9]=[CH:8][C:7]=1[C:12]1[CH:17]=[CH:16][C:15]([C:18]2[O:22][N:21]=[C:20]([C:23]3[CH:30]=[CH:29][C:26]([CH:27]=O)=[CH:25][CH:24]=3)[N:19]=2)=[CH:14][C:13]=1[C:31]([F:34])([F:33])[F:32].[NH2:35][CH2:36][CH2:37][CH2:38][C:39]([OH:41])=[O:40].C(Cl)Cl. (3) Given the product [CH3:2][O:3][C:4]1[CH:9]=[CH:8][CH:7]=[CH:6][C:5]=1[CH:10]1[CH2:15][CH2:14][N:13]([C:16]([C:18]2[C:26]3[CH:25]=[CH:24][CH:23]=[CH:22][C:21]=3[N:20]3[CH2:27][CH2:28][N:29]([CH3:31])[CH2:30][C:19]=23)=[O:17])[CH2:12][CH2:11]1, predict the reactants needed to synthesize it. The reactants are: Cl.[CH3:2][O:3][C:4]1[CH:9]=[CH:8][CH:7]=[CH:6][C:5]=1[CH:10]1[CH2:15][CH2:14][N:13]([C:16]([C:18]2[C:26]3[CH:25]=[CH:24][CH:23]=[CH:22][C:21]=3[N:20]3[CH2:27][CH2:28][NH:29][CH2:30][C:19]=23)=[O:17])[CH2:12][CH2:11]1.[CH2:31](N(CC)CC)C.C=O.C([BH3-])#N.[Na+]. (4) Given the product [CH3:15][CH:20]([CH3:19])[C:21]([O:41][C@@H:40]1[C@@H:32]([CH2:25][C:26]2[CH:27]=[CH:28][CH:29]=[CH:30][CH:31]=2)[C:33](=[O:56])[O:34][CH2:35][C@H:36]([NH:44][C:45]([C:47]2[C:52]([O:53][CH2:1][C:2]3[CH:7]=[CH:6][CH:5]=[CH:4][CH:3]=3)=[C:51]([O:54][CH3:55])[CH:50]=[CH:49][N:48]=2)=[O:46])[C:37](=[O:43])[O:38][C@H:39]1[CH3:42])=[O:58], predict the reactants needed to synthesize it. The reactants are: [CH2:1](Br)[C:2]1[CH:7]=[CH:6][CH:5]=[CH:4][CH:3]=1.N[C@H](C(O)=O)CC1[CH:21]=[C:20]2[C:15](C=CC=[CH:19]2)=CC=1.[CH2:25]([C@@H:32]1[C@@H:40]([OH:41])[C@H:39]([CH3:42])[O:38][C:37](=[O:43])[C@@H:36]([NH:44][C:45]([C:47]2[C:52]([OH:53])=[C:51]([O:54][CH3:55])[CH:50]=[CH:49][N:48]=2)=[O:46])[CH2:35][O:34][C:33]1=[O:56])[C:26]1[CH:31]=[CH:30][CH:29]=[CH:28][CH:27]=1.C([O-])([O-])=[O:58].[K+].[K+]. (5) The reactants are: [C:1]([C@H:5]1[CH2:10][CH2:9][C@H:8]([O:11][C:12]2[CH:13]=[C:14]3[C:19](=[CH:20][CH:21]=2)[CH2:18][C@@H:17]([C@@:22]2([CH3:28])[CH2:26][O:25]C(=O)[NH:23]2)[CH2:16][CH2:15]3)[CH2:7][CH2:6]1)([CH3:4])([CH3:3])[CH3:2].[OH-].[Li+].C(O)C.O. Given the product [NH2:23][C@:22]([C@H:17]1[CH2:16][CH2:15][C:14]2[C:19](=[CH:20][CH:21]=[C:12]([O:11][C@H:8]3[CH2:7][CH2:6][C@H:5]([C:1]([CH3:4])([CH3:3])[CH3:2])[CH2:10][CH2:9]3)[CH:13]=2)[CH2:18]1)([CH3:28])[CH2:26][OH:25], predict the reactants needed to synthesize it. (6) Given the product [Br:1][CH2:2][CH2:3][CH2:4][CH2:5][CH2:6][CH2:7][O:8][CH2:9][CH2:10][OH:11], predict the reactants needed to synthesize it. The reactants are: [Br:1][CH2:2][CH2:3][CH2:4][CH2:5][CH2:6][CH2:7][O:8][CH2:9][CH2:10][O:11]CC1C=CC=CC=1. (7) The reactants are: CS(O[CH2:6][C:7]1[C:12]([C:13]([F:16])([F:15])[F:14])=[CH:11][C:10]([C:17](=[O:32])[NH:18][CH2:19][C:20]2[CH:25]=[C:24]([Cl:26])[CH:23]=[CH:22][C:21]=2[S:27]([CH2:30][CH3:31])(=[O:29])=[O:28])=[CH:9][C:8]=1[Cl:33])(=O)=O.[CH2:34]([NH2:38])[CH2:35][CH2:36][NH2:37]. Given the product [NH2:37][CH2:36][CH2:35][CH2:34][NH:38][CH2:6][C:7]1[C:12]([C:13]([F:15])([F:16])[F:14])=[CH:11][C:10]([C:17]([NH:18][CH2:19][C:20]2[CH:25]=[C:24]([Cl:26])[CH:23]=[CH:22][C:21]=2[S:27]([CH2:30][CH3:31])(=[O:28])=[O:29])=[O:32])=[CH:9][C:8]=1[Cl:33], predict the reactants needed to synthesize it. (8) Given the product [ClH:1].[Cl:1][C:2]1[C:3]2[C:7]([CH:8]=[C:9]([C:11]([F:13])([F:14])[F:12])[CH:10]=1)=[N:6][N:5]1[C:15]([CH:20]3[CH2:21][CH2:22][NH:23][CH2:24][CH2:25]3)=[CH:16][C:17](=[O:19])[NH:18][C:4]=21, predict the reactants needed to synthesize it. The reactants are: [Cl:1][C:2]1[C:3]2[C:7]([CH:8]=[C:9]([C:11]([F:14])([F:13])[F:12])[CH:10]=1)=[N:6][N:5]1[C:15]([CH:20]3[CH2:25][CH2:24][N:23](C(OC(C)(C)C)=O)[CH2:22][CH2:21]3)=[CH:16][C:17](=[O:19])[NH:18][C:4]=21.Cl.